Dataset: Catalyst prediction with 721,799 reactions and 888 catalyst types from USPTO. Task: Predict which catalyst facilitates the given reaction. (1) Reactant: [NH:1]1[CH2:4][CH:3]([CH2:5][N:6]([C@@H:13]2[CH2:15][C@H:14]2[C:16]2[CH:21]=[CH:20][CH:19]=[CH:18][CH:17]=2)[C:7](=[O:12])[C:8]([F:11])([F:10])[F:9])[CH2:2]1.[C:22]([CH:24]=[C:25]1[CH2:28][N:27]([C:29]([O:31][C:32]([CH3:35])([CH3:34])[CH3:33])=[O:30])[CH2:26]1)#[N:23].C1CCN2C(=NCCC2)CC1. Product: [C:22]([CH2:24][C:25]1([N:1]2[CH2:2][CH:3]([CH2:5][N:6]([C@@H:13]3[CH2:15][C@H:14]3[C:16]3[CH:21]=[CH:20][CH:19]=[CH:18][CH:17]=3)[C:7](=[O:12])[C:8]([F:11])([F:10])[F:9])[CH2:4]2)[CH2:28][N:27]([C:29]([O:31][C:32]([CH3:35])([CH3:34])[CH3:33])=[O:30])[CH2:26]1)#[N:23]. The catalyst class is: 290. (2) Reactant: [CH3:1][N:2]([CH3:16])[CH2:3][CH2:4][O:5][C:6]1[CH:15]=[CH:14][CH:13]=[CH:12][C:7]=1[O:8][CH2:9][CH2:10][OH:11].CC(C)([O-])C.[K+].Cl[C:24]1[C:29]([N:30]2[CH2:35][CH2:34][NH:33][CH2:32][C@H:31]2[CH3:36])=[N:28][CH:27]=[CH:26][N:25]=1. Product: [CH3:1][N:2]([CH3:16])[CH2:3][CH2:4][O:5][C:6]1[CH:15]=[CH:14][CH:13]=[CH:12][C:7]=1[O:8][CH2:9][CH2:10][O:11][C:24]1[C:29]([N:30]2[CH2:35][CH2:34][NH:33][CH2:32][C@H:31]2[CH3:36])=[N:28][CH:27]=[CH:26][N:25]=1. The catalyst class is: 3. (3) Reactant: [Cl:1][C:2]1[CH:7]=[CH:6][CH:5]=[C:4]([Cl:8])[C:3]=1[N:9]1[CH:20]=[C:19]([CH2:21][OH:22])[C:12]2[N:13]=[C:14](SC)[N:15]=[CH:16][C:11]=2[C:10]1=[O:23].ClC1C=[C:27](C=CC=1)[C:28]([O:30]O)=[O:29].[CH3:35][N:36]1[CH2:41][CH2:40][N:39]([C:42]2[CH:48]=[CH:47][C:45]([NH2:46])=[CH:44][CH:43]=2)[CH2:38][CH2:37]1. Product: [C:28]([O-:30])(=[O:29])[CH3:27].[NH4+:9].[Cl:1][C:2]1[CH:7]=[CH:6][CH:5]=[C:4]([Cl:8])[C:3]=1[N:9]1[CH:20]=[C:19]([CH2:21][OH:22])[C:12]2[N:13]=[C:14]([NH:46][C:45]3[CH:44]=[CH:43][C:42]([N:39]4[CH2:38][CH2:37][N:36]([CH3:35])[CH2:41][CH2:40]4)=[CH:48][CH:47]=3)[N:15]=[CH:16][C:11]=2[C:10]1=[O:23]. The catalyst class is: 4. (4) Reactant: C[O:2][C:3](=[O:35])[CH:4]([O:32][CH2:33][CH3:34])[CH2:5][C:6]1[CH:11]=[CH:10][C:9]([CH2:12][CH2:13][N:14]([CH2:25][CH2:26][CH2:27][CH2:28][CH2:29][CH2:30][CH3:31])[C:15]([N:17]([CH3:24])[C:18]2[CH:23]=[CH:22][CH:21]=[CH:20][CH:19]=2)=[O:16])=[CH:8][CH:7]=1.[Li+].[OH-]. Product: [CH2:33]([O:32][CH:4]([CH2:5][C:6]1[CH:11]=[CH:10][C:9]([CH2:12][CH2:13][N:14]([CH2:25][CH2:26][CH2:27][CH2:28][CH2:29][CH2:30][CH3:31])[C:15]([N:17]([CH3:24])[C:18]2[CH:19]=[CH:20][CH:21]=[CH:22][CH:23]=2)=[O:16])=[CH:8][CH:7]=1)[C:3]([OH:35])=[O:2])[CH3:34]. The catalyst class is: 7. (5) Reactant: [CH2:1]([N:8]1[C:13](=[O:14])[C:12]2=[C:15]([Cl:18])[CH:16]=[CH:17][N:11]2[N:10]=[C:9]1[CH:19]=O)[C:2]1[CH:7]=[CH:6][CH:5]=[CH:4][CH:3]=1.[C:21]([O:25][C:26](=[O:32])[NH:27][CH2:28][CH2:29][CH2:30][NH2:31])([CH3:24])([CH3:23])[CH3:22].[BH-](OC(C)=O)(OC(C)=O)OC(C)=O.[Na+]. Product: [C:21]([O:25][C:26](=[O:32])[NH:27][CH2:28][CH2:29][CH2:30][NH:31][CH2:19][C:9]1[N:8]([CH2:1][C:2]2[CH:3]=[CH:4][CH:5]=[CH:6][CH:7]=2)[C:13](=[O:14])[C:12]2=[C:15]([Cl:18])[CH:16]=[CH:17][N:11]2[N:10]=1)([CH3:24])([CH3:22])[CH3:23]. The catalyst class is: 14.